This data is from Forward reaction prediction with 1.9M reactions from USPTO patents (1976-2016). The task is: Predict the product of the given reaction. (1) Given the reactants [CH2:1]([O:8][C:9]1[CH:42]=[CH:41][C:40]([C:43]([F:46])([F:45])[F:44])=[CH:39][C:10]=1[CH2:11][N:12]([CH2:24][C:25]1[CH:30]=[C:29]([C:31]([F:34])([F:33])[F:32])[CH:28]=[C:27]([C:35]([F:38])([F:37])[F:36])[CH:26]=1)[C:13]1[N:18]=[CH:17][C:16]([O:19][CH2:20][CH2:21]SC)=[CH:15][N:14]=1)[C:2]1[CH:7]=[CH:6][CH:5]=[CH:4][CH:3]=1.Cl[C:48]1C=CC=C(C(OO)=O)C=1.[S:58]([O-:62])([O-])(=[O:60])=S.[Na+].[Na+], predict the reaction product. The product is: [CH2:1]([O:8][C:9]1[CH:42]=[CH:41][C:40]([C:43]([F:44])([F:45])[F:46])=[CH:39][C:10]=1[CH2:11][N:12]([CH2:24][C:25]1[CH:30]=[C:29]([C:31]([F:34])([F:33])[F:32])[CH:28]=[C:27]([C:35]([F:36])([F:37])[F:38])[CH:26]=1)[C:13]1[N:14]=[CH:15][C:16]([O:19][CH2:20][CH2:21][S:58]([CH3:48])(=[O:62])=[O:60])=[CH:17][N:18]=1)[C:2]1[CH:7]=[CH:6][CH:5]=[CH:4][CH:3]=1. (2) Given the reactants F[C:2]1[CH:7]=[CH:6][C:5]([S:8]([CH3:11])(=[O:10])=[O:9])=[CH:4][C:3]=1[I:12].[CH:13](C1C=CC(S(C)(=O)=O)=CC=1N)([CH3:15])[CH3:14], predict the reaction product. The product is: [I:12][C:3]1[CH:4]=[C:5]([S:8]([CH3:11])(=[O:10])=[O:9])[CH:6]=[CH:7][C:2]=1[CH:13]([CH3:15])[CH3:14]. (3) Given the reactants [NH2:1][C:2]1[CH:3]=[C:4]([CH:9]=[CH:10][C:11]=1[NH2:12])[C:5]([O:7][CH3:8])=[O:6].[CH2:13]([N:15]([CH2:24][CH3:25])[C:16]1[CH:23]=[CH:22][C:19]([CH:20]=O)=[CH:18][CH:17]=1)[CH3:14], predict the reaction product. The product is: [CH2:13]([N:15]([C:16]1[CH:17]=[CH:18][C:19]([C:20]2[NH:12][C:11]3[CH:10]=[CH:9][C:4]([C:5]([O:7][CH3:8])=[O:6])=[CH:3][C:2]=3[N:1]=2)=[CH:22][CH:23]=1)[CH2:24][CH3:25])[CH3:14]. (4) Given the reactants [CH:1]([C:4]1[CH:5]=[CH:6][C:7]2[C:12]([NH:13][C:14]3[CH:15]=[C:16]([CH:20]=[CH:21][C:22]=3[S:23][C:24]3[CH:29]=[CH:28][C:27]([O:30][CH3:31])=[CH:26][CH:25]=3)[C:17](Cl)=[O:18])=[N:11][CH:10]=[N:9][C:8]=2[N:32]=1)([CH3:3])[CH3:2].[CH3:33][O:34][C:35]1[CH:40]=[CH:39][CH:38]=[C:37]([NH2:41])[CH:36]=1.NC1C=C(O)C(C)=CC=1, predict the reaction product. The product is: [CH:1]([C:4]1[CH:5]=[CH:6][C:7]2[C:12]([NH:13][C:14]3[CH:15]=[C:16]([CH:20]=[CH:21][C:22]=3[S:23][C:24]3[CH:29]=[CH:28][C:27]([O:30][CH3:31])=[CH:26][CH:25]=3)[C:17]([NH:41][C:37]3[CH:38]=[CH:39][CH:40]=[C:35]([O:34][CH3:33])[CH:36]=3)=[O:18])=[N:11][CH:10]=[N:9][C:8]=2[N:32]=1)([CH3:3])[CH3:2]. (5) Given the reactants CSC.B.[N+:5]([CH2:8][C:9]1([CH2:15][C:16]#[N:17])[CH2:14][CH2:13][CH2:12][CH2:11][CH2:10]1)([O-:7])=[O:6].CO.Cl, predict the reaction product. The product is: [N+:5]([CH2:8][C:9]1([CH2:15][CH2:16][NH2:17])[CH2:14][CH2:13][CH2:12][CH2:11][CH2:10]1)([O-:7])=[O:6]. (6) Given the reactants [Br:1][C:2]1[CH:11]=[CH:10][C:9]2[C:4](=[CH:5][CH:6]=[CH:7][CH:8]=2)[CH:3]=1.[C:12](Cl)(=[O:14])[CH3:13].[Cl-].[Al+3].[Cl-].[Cl-], predict the reaction product. The product is: [Br:1][C:2]1[CH:3]=[C:4]2[C:9](=[CH:10][CH:11]=1)[CH:8]=[C:7]([C:12](=[O:14])[CH3:13])[CH:6]=[CH:5]2. (7) Given the reactants Cl[C:2]1[S:6][N:5]=[C:4]([S:7][CH3:8])[N:3]=1.[O:9]1[CH:13]=[CH:12][CH:11]=[C:10]1[CH2:14][OH:15].[H-].[Na+].[Cl-].[Na+], predict the reaction product. The product is: [O:9]1[CH:13]=[CH:12][CH:11]=[C:10]1[CH2:14][O:15][C:2]1[S:6][N:5]=[C:4]([S:7][CH3:8])[N:3]=1. (8) Given the reactants [CH3:1][O:2][C:3](=[O:13])[CH2:4][C:5]1[CH:10]=[CH:9][C:8](Br)=[CH:7][C:6]=1[Cl:12].[B:14]1([B:14]2[O:18][C:17]([CH3:20])([CH3:19])[C:16]([CH3:22])([CH3:21])[O:15]2)[O:18][C:17]([CH3:20])([CH3:19])[C:16]([CH3:22])([CH3:21])[O:15]1.C(Cl)Cl.C([O-])(=O)C.[K+], predict the reaction product. The product is: [CH3:1][O:2][C:3](=[O:13])[CH2:4][C:5]1[CH:10]=[CH:9][C:8]([B:14]2[O:18][C:17]([CH3:20])([CH3:19])[C:16]([CH3:22])([CH3:21])[O:15]2)=[CH:7][C:6]=1[Cl:12]. (9) Given the reactants [C:1]([O:4][CH2:5][C:6]1[C:11]([C:12]2[N:20]=[C:19]3[C:15]([N:16]=[CH:17][N:18]3COCC[Si](C)(C)C)=[C:14]([NH:29][C:30]3[CH:35]=[CH:34][C:33]([N:36]4[CH2:41][CH2:40][N:39]([CH:42]5[CH2:45][O:44][CH2:43]5)[CH2:38][CH2:37]4)=[CH:32][CH:31]=3)[N:13]=2)=[CH:10][C:9]([F:46])=[CH:8][C:7]=1[N:47]1[CH2:58][CH2:57][N:56]2[C:49](=[CH:50][C:51]3[CH2:52][C:53]([CH3:60])([CH3:59])[CH2:54][C:55]=32)[C:48]1=[O:61])(=[O:3])[CH3:2].C(O)(C(F)(F)F)=O, predict the reaction product. The product is: [C:1]([O:4][CH2:5][C:6]1[C:11]([C:12]2[N:20]=[C:19]3[C:15]([N:16]=[CH:17][NH:18]3)=[C:14]([NH:29][C:30]3[CH:35]=[CH:34][C:33]([N:36]4[CH2:37][CH2:38][N:39]([CH:42]5[CH2:43][O:44][CH2:45]5)[CH2:40][CH2:41]4)=[CH:32][CH:31]=3)[N:13]=2)=[CH:10][C:9]([F:46])=[CH:8][C:7]=1[N:47]1[CH2:58][CH2:57][N:56]2[C:49](=[CH:50][C:51]3[CH2:52][C:53]([CH3:60])([CH3:59])[CH2:54][C:55]=32)[C:48]1=[O:61])(=[O:3])[CH3:2]. (10) Given the reactants P(Cl)(Cl)(Cl)=O.[OH:6][C:7]1[C:16]([OH:17])=[CH:15][C:14]2[C:9](=[CH:10][CH:11]=[CH:12][CH:13]=2)[CH:8]=1.O.CN([CH:22]=[O:23])C, predict the reaction product. The product is: [OH:6][C:7]1[C:16]([OH:17])=[CH:15][C:14]2[C:9](=[CH:10][CH:11]=[CH:12][CH:13]=2)[C:8]=1[CH:22]=[O:23].